Dataset: Full USPTO retrosynthesis dataset with 1.9M reactions from patents (1976-2016). Task: Predict the reactants needed to synthesize the given product. (1) Given the product [CH2:32]([NH:34][C:23](=[O:25])[C:22]1[CH:21]=[CH:20][C:19]([N:16]2[CH2:17][CH2:18][N:13]([CH2:12][C:9]3[CH:10]=[N:11][C:5]4[N:4]5[CH2:28][CH2:29][CH2:30][CH2:31][C@H:3]5[C:2](=[O:1])[NH:7][C:6]=4[CH:8]=3)[CH2:14][CH2:15]2)=[CH:27][CH:26]=1)[CH3:33], predict the reactants needed to synthesize it. The reactants are: [O:1]=[C:2]1[NH:7][C:6]2[CH:8]=[C:9]([CH2:12][N:13]3[CH2:18][CH2:17][N:16]([C:19]4[CH:27]=[CH:26][C:22]([C:23]([OH:25])=O)=[CH:21][CH:20]=4)[CH2:15][CH2:14]3)[CH:10]=[N:11][C:5]=2[N:4]2[CH2:28][CH2:29][CH2:30][CH2:31][C@@H:3]12.[CH2:32]([N:34](C(C)C)C(C)C)[CH3:33].Cl.C(N)C. (2) Given the product [CH2:3]([N:10]([CH3:15])[CH2:11][C@H:12]([O:14][C:17]1[C:18]2[C:25]([C:26]3[CH:27]=[CH:28][C:29]([CH2:32][CH3:33])=[CH:30][CH:31]=3)=[C:24]([C:34]3[CH:35]=[CH:36][CH:37]=[CH:38][CH:39]=3)[O:23][C:19]=2[N:20]=[CH:21][N:22]=1)[CH3:13])[C:4]1[CH:9]=[CH:8][CH:7]=[CH:6][CH:5]=1, predict the reactants needed to synthesize it. The reactants are: [H-].[Na+].[CH2:3]([N:10]([CH3:15])[CH2:11][C@H:12]([OH:14])[CH3:13])[C:4]1[CH:9]=[CH:8][CH:7]=[CH:6][CH:5]=1.Cl[C:17]1[C:18]2[C:25]([C:26]3[CH:31]=[CH:30][C:29]([CH2:32][CH3:33])=[CH:28][CH:27]=3)=[C:24]([C:34]3[CH:39]=[CH:38][CH:37]=[CH:36][CH:35]=3)[O:23][C:19]=2[N:20]=[CH:21][N:22]=1.O. (3) Given the product [ClH:22].[F:1][C:2]1[CH:7]=[CH:6][C:5]([C:8]2[N:13]=[CH:12][C:11]([C@@H:14]3[CH2:16][C@H:15]3[C:17]([Cl:22])=[O:19])=[CH:10][CH:9]=2)=[CH:4][CH:3]=1, predict the reactants needed to synthesize it. The reactants are: [F:1][C:2]1[CH:7]=[CH:6][C:5]([C:8]2[N:13]=[CH:12][C:11]([C@@H:14]3[CH2:16][C@H:15]3[C:17]([OH:19])=O)=[CH:10][CH:9]=2)=[CH:4][CH:3]=1.S(Cl)([Cl:22])=O. (4) Given the product [C:2]([C:3](=[CH:20][C:19]1[CH:22]=[CH:23][CH:24]=[C:17]([Cl:16])[CH:18]=1)[C:4]([NH:5][CH2:6][CH:7]=[CH:8][C:9]1[CH:10]=[CH:11][CH:12]=[CH:13][CH:14]=1)=[O:33])(=[O:1])[CH3:15], predict the reactants needed to synthesize it. The reactants are: [O:1]=[C:2]([CH3:15])[CH2:3][CH2:4][N-:5][CH2:6][CH:7]=[CH:8][C:9]1[CH:14]=[CH:13][CH:12]=[CH:11][CH:10]=1.[Cl:16][C:17]1[CH:18]=[C:19]([CH:22]=[CH:23][CH:24]=1)[CH:20]=O.N1CCCCC1.C(O)(=[O:33])C. (5) Given the product [O:37]1[C:46]2[CH:45]=[C:44]([CH2:47][NH:19][C:20]3([C:33]([O:35][CH3:36])=[O:34])[CH2:21][CH2:22][N:23]([C:26]([O:28][C:29]([CH3:30])([CH3:31])[CH3:32])=[O:27])[CH2:24][CH2:25]3)[N:43]=[CH:42][C:41]=2[O:40][CH2:39][CH2:38]1, predict the reactants needed to synthesize it. The reactants are: CC1CC(N)(C(O)=O)CCN1C(OC(C)(C)C)=O.[NH2:19][C:20]1([C:33]([O:35][CH3:36])=[O:34])[CH2:25][CH2:24][N:23]([C:26]([O:28][C:29]([CH3:32])([CH3:31])[CH3:30])=[O:27])[CH2:22][CH2:21]1.[O:37]1[C:46]2[CH:45]=[C:44]([CH:47]=O)[N:43]=[CH:42][C:41]=2[O:40][CH2:39][CH2:38]1.C(O[BH-](OC(=O)C)OC(=O)C)(=O)C.[Na+]. (6) Given the product [C:41]1([C:47]2[O:48][C:49]([C:78]([F:79])([F:80])[F:81])=[C:50]([C:52]([NH:54][C:55]3[CH:60]=[CH:59][C:58]([N:61]4[CH2:66][CH2:65][N:64]([C:67]([C@H:69]5[CH2:74][CH2:73][CH2:72][C@@H:71]([C:75]([OH:77])=[O:76])[CH2:70]5)=[O:68])[CH2:63][CH2:62]4)=[CH:57][CH:56]=3)=[O:53])[N:51]=2)[CH:46]=[CH:45][CH:44]=[CH:43][CH:42]=1, predict the reactants needed to synthesize it. The reactants are: C1(C2OC(C(F)(F)F)=C(C(NC3C=CC(N4CCN(C(C5CCCC5C(O)=O)=O)CC4)=CC=3)=O)N=2)C=CC=CC=1.[C:41]1([C:47]2[O:48][C:49]([C:78]([F:81])([F:80])[F:79])=[C:50]([C:52]([NH:54][C:55]3[CH:60]=[CH:59][C:58]([N:61]4[CH2:66][CH2:65][N:64]([C:67]([CH:69]5[CH2:74][CH2:73][CH2:72][CH:71]([C:75]([OH:77])=[O:76])[CH2:70]5)=[O:68])[CH2:63][CH2:62]4)=[CH:57][CH:56]=3)=[O:53])[N:51]=2)[CH:46]=[CH:45][CH:44]=[CH:43][CH:42]=1.COC(C1CCCC(C(N2CCN(C3C=CC(NC(C4N=C(C5C=CC=CC=5)OC=4C(F)(F)F)=O)=CC=3)CC2)=O)C1)=O.[OH-].[Li+]. (7) Given the product [CH3:1][C:2]1[CH:11]=[CH:10][C:9]2[C:4](=[C:5]([NH:12][S:19]([C:13]3[CH:18]=[CH:17][CH:16]=[CH:15][CH:14]=3)(=[O:21])=[O:20])[CH:6]=[CH:7][CH:8]=2)[N:3]=1, predict the reactants needed to synthesize it. The reactants are: [CH3:1][C:2]1[CH:11]=[CH:10][C:9]2[C:4](=[C:5]([NH2:12])[CH:6]=[CH:7][CH:8]=2)[N:3]=1.[C:13]1([S:19](Cl)(=[O:21])=[O:20])[CH:18]=[CH:17][CH:16]=[CH:15][CH:14]=1. (8) Given the product [O:15]=[C:13]1[NH:12][C:8]2=[N:9][CH:10]=[CH:11][C:6]([O:5][C:4]3[CH:3]=[C:2]([NH:1][C:28](=[O:29])[CH2:27][C:23]4[CH:24]=[CH:25][CH:26]=[C:21]([C:20]([F:31])([F:19])[F:32])[CH:22]=4)[CH:18]=[CH:17][CH:16]=3)=[C:7]2[NH:14]1, predict the reactants needed to synthesize it. The reactants are: [NH2:1][C:2]1[CH:3]=[C:4]([CH:16]=[CH:17][CH:18]=1)[O:5][C:6]1[CH:11]=[CH:10][N:9]=[C:8]2[NH:12][C:13](=[O:15])[NH:14][C:7]=12.[F:19][C:20]([F:32])([F:31])[C:21]1[CH:22]=[C:23]([CH2:27][C:28](Cl)=[O:29])[CH:24]=[CH:25][CH:26]=1.